From a dataset of Full USPTO retrosynthesis dataset with 1.9M reactions from patents (1976-2016). Predict the reactants needed to synthesize the given product. (1) The reactants are: [CH:1]([NH:4][C:5]1[C:14]2[C:9](=[CH:10][C:11]([O:20][CH2:21][CH2:22][CH2:23][S:24]([CH3:39])(=[N:26]S(C3C=CC([N+]([O-])=O)=CC=3)(=O)=O)=[O:25])=[C:12]([C:15]([O:17][CH2:18][CH3:19])=[O:16])[CH:13]=2)[N:8]=[CH:7][N:6]=1)([CH3:3])[CH3:2].C(=O)([O-])[O-].[Cs+].[Cs+].C1(S)C=CC=CC=1. Given the product [CH:1]([NH:4][C:5]1[C:14]2[C:9](=[CH:10][C:11]([O:20][CH2:21][CH2:22][CH2:23][S:24]([CH3:39])(=[NH:26])=[O:25])=[C:12]([C:15]([O:17][CH2:18][CH3:19])=[O:16])[CH:13]=2)[N:8]=[CH:7][N:6]=1)([CH3:3])[CH3:2], predict the reactants needed to synthesize it. (2) Given the product [OH:36][CH:35]([C:31]1[CH:32]=[C:33]2[C:28](=[CH:29][CH:30]=1)[C:27](=[O:38])[O:26][C@H:25]([CH3:24])[CH2:34]2)[CH2:37][N:11]1[CH2:12][CH:5]2[N:4]([CH2:3][C@H:2]([OH:1])[C:13]3[C:14]([CH3:23])=[C:15]4[C:16](=[CH:21][CH:22]=3)[C:17](=[O:20])[O:18][CH2:19]4)[CH:9]([CH2:8][O:7][CH2:6]2)[CH2:10]1, predict the reactants needed to synthesize it. The reactants are: [OH:1][C@H:2]([C:13]1[CH:22]=[CH:21][C:16]2[C:17](=[O:20])[O:18][CH2:19][C:15]=2[C:14]=1[CH3:23])[CH2:3][N:4]1[CH:9]2[CH2:10][NH:11][CH2:12][CH:5]1[CH2:6][O:7][CH2:8]2.[CH3:24][C@@H:25]1[CH2:34][C:33]2[C:28](=[CH:29][CH:30]=[C:31]([CH:35]3[CH2:37][O:36]3)[CH:32]=2)[C:27](=[O:38])[O:26]1. (3) Given the product [CH2:1]([NH:8][C:9]([NH:11][N:12]([CH2:14][C:15]([NH:18][C@@H:19]([CH2:43][C:44]1[CH:49]=[CH:48][C:47]([O:50][C:51]([CH3:54])([CH3:53])[CH3:52])=[CH:46][CH:45]=1)[C:20]([N:22]([C@@H:34]([CH3:42])[CH:35]([O:36][CH2:37][CH3:38])[O:39][CH2:40][CH3:41])[CH2:23][C:24]1[CH:25]=[CH:26][CH:27]=[C:28]2[C:33]=1[N:32]=[CH:31][CH:30]=[CH:29]2)=[O:21])=[O:17])[CH3:13])=[O:10])[C:2]1[CH:3]=[CH:4][CH:5]=[CH:6][CH:7]=1, predict the reactants needed to synthesize it. The reactants are: [CH2:1]([NH:8][C:9]([NH:11][N:12]([CH2:14][C:15]([OH:17])=O)[CH3:13])=[O:10])[C:2]1[CH:7]=[CH:6][CH:5]=[CH:4][CH:3]=1.[NH2:18][C@@H:19]([CH2:43][C:44]1[CH:49]=[CH:48][C:47]([O:50][C:51]([CH3:54])([CH3:53])[CH3:52])=[CH:46][CH:45]=1)[C:20]([N:22]([C@@H:34]([CH3:42])[CH:35]([O:39][CH2:40][CH3:41])[O:36][CH2:37][CH3:38])[CH2:23][C:24]1[CH:25]=[CH:26][CH:27]=[C:28]2[C:33]=1[N:32]=[CH:31][CH:30]=[CH:29]2)=[O:21]. (4) Given the product [CH3:29][O:28][C:22]1[CH:21]=[C:20]([CH:25]=[CH:24][C:23]=1[O:26][CH3:27])[CH2:19][C:17]1[O:16][N:15]=[C:14]([CH2:13][NH:11][C:8]23[CH2:10][CH:4]4[CH2:5][CH:6]([CH2:1][CH:2]([CH2:3]4)[CH2:9]2)[CH2:7]3)[N:18]=1, predict the reactants needed to synthesize it. The reactants are: [CH2:1]1[CH:6]2[CH2:7][C:8]3([NH2:11])[CH2:10][CH:4]([CH2:5]2)[CH2:3][CH:2]1[CH2:9]3.Cl[CH2:13][C:14]1[N:18]=[C:17]([CH2:19][C:20]2[CH:25]=[CH:24][C:23]([O:26][CH3:27])=[C:22]([O:28][CH3:29])[CH:21]=2)[O:16][N:15]=1. (5) Given the product [Cl:25][C:20]1[CH:19]=[C:18]([N:4]2[C:5](=[O:17])[C:6]([C:7]3[CH:12]=[CH:11][C:10]([C:13]([F:16])([F:15])[F:14])=[CH:9][CH:8]=3)=[C:2]([N:27]3[CH2:32][CH2:31][O:30][CH2:29][CH2:28]3)[C:3]2=[O:26])[CH:23]=[CH:22][C:21]=1[Cl:24], predict the reactants needed to synthesize it. The reactants are: Cl[C:2]1[C:3](=[O:26])[N:4]([C:18]2[CH:23]=[CH:22][C:21]([Cl:24])=[C:20]([Cl:25])[CH:19]=2)[C:5](=[O:17])[C:6]=1[C:7]1[CH:12]=[CH:11][C:10]([C:13]([F:16])([F:15])[F:14])=[CH:9][CH:8]=1.[NH:27]1[CH2:32][CH2:31][O:30][CH2:29][CH2:28]1. (6) Given the product [CH3:30][O:31][C:32]1[CH:33]=[CH:34][C:35]([C:38]2[O:42][N:41]=[C:40]([CH2:43][S:44]([C:47]3[CH:48]=[CH:49][C:50]([CH2:51][CH2:52][NH:53][CH2:29][C@H:27]([OH:28])[CH2:26][O:25][C:22]4[CH:23]=[CH:24][C:19]([O:18][Si:5]([CH:1]([CH3:3])[CH3:2])([CH:6]([CH3:11])[CH3:7])[CH:12]([CH3:13])[CH3:17])=[CH:20][CH:21]=4)=[CH:54][CH:55]=3)(=[O:45])=[O:46])[N:39]=2)=[CH:36][CH:37]=1, predict the reactants needed to synthesize it. The reactants are: [C:1]([Si:5]([O:18][C:19]1[CH:24]=[CH:23][C:22]([O:25][CH2:26][C@@H:27]2[CH2:29][O:28]2)=[CH:21][CH:20]=1)([C:12]1[CH:17]=CC=C[CH:13]=1)[C:6]1[CH:11]=CC=C[CH:7]=1)(C)([CH3:3])[CH3:2].[CH3:30][O:31][C:32]1[CH:37]=[CH:36][C:35]([C:38]2[O:42][N:41]=[C:40]([CH2:43][S:44]([C:47]3[CH:55]=[CH:54][C:50]([CH2:51][CH2:52][NH2:53])=[CH:49][CH:48]=3)(=[O:46])=[O:45])[N:39]=2)=[CH:34][CH:33]=1. (7) Given the product [Cl:22][C:23]1[CH:24]=[CH:25][C:26]([C:29]2[CH:33]([C:34]3[CH:35]=[CH:36][CH:37]=[CH:38][CH:39]=3)[CH2:32][N:31]([C:3]([NH:4][S:5]([C:8]3[CH:9]=[CH:10][C:11]([Cl:14])=[CH:12][CH:13]=3)(=[O:6])=[O:7])=[O:15])[N:30]=2)=[CH:27][CH:28]=1, predict the reactants needed to synthesize it. The reactants are: CO[C:3](=[O:15])[NH:4][S:5]([C:8]1[CH:13]=[CH:12][C:11]([Cl:14])=[CH:10][CH:9]=1)(=[O:7])=[O:6].N1C=CC=CC=1.[Cl:22][C:23]1[CH:28]=[CH:27][C:26]([C:29]2[CH:33]([C:34]3[CH:39]=[CH:38][CH:37]=[CH:36][CH:35]=3)[CH2:32][NH:31][N:30]=2)=[CH:25][CH:24]=1. (8) Given the product [CH3:9][O:8][C:5]1[N:6]=[CH:7][C:2]([NH:10][C:11]2[CH:16]=[N:15][C:14]([O:17][CH3:18])=[CH:13][CH:12]=2)=[CH:3][CH:4]=1, predict the reactants needed to synthesize it. The reactants are: Br[C:2]1[CH:3]=[CH:4][C:5]([O:8][CH3:9])=[N:6][CH:7]=1.[NH2:10][C:11]1[CH:12]=[CH:13][C:14]([O:17][CH3:18])=[N:15][CH:16]=1.